Dataset: Peptide-MHC class II binding affinity with 134,281 pairs from IEDB. Task: Regression. Given a peptide amino acid sequence and an MHC pseudo amino acid sequence, predict their binding affinity value. This is MHC class II binding data. (1) The peptide sequence is EEGSRAYRNALSMMP. The MHC is HLA-DQA10501-DQB10302 with pseudo-sequence HLA-DQA10501-DQB10302. The binding affinity (normalized) is 0.539. (2) The peptide sequence is FFGQNTAAIAATEAQ. The MHC is HLA-DPA10103-DPB10301 with pseudo-sequence HLA-DPA10103-DPB10301. The binding affinity (normalized) is 0.502. (3) The MHC is DRB5_0101 with pseudo-sequence DRB5_0101. The peptide sequence is MQRFAPLNSWPDNAS. The binding affinity (normalized) is 0.169. (4) The peptide sequence is QRKVFRELVRNCDLP. The MHC is DRB5_0101 with pseudo-sequence DRB5_0101. The binding affinity (normalized) is 0.